The task is: Predict the reactants needed to synthesize the given product.. This data is from Full USPTO retrosynthesis dataset with 1.9M reactions from patents (1976-2016). (1) The reactants are: C[O:2][C:3](=[O:14])[CH:4]([CH2:10][CH:11]([CH3:13])[CH3:12])[C:5]([O:7][CH2:8][CH3:9])=[O:6].[OH-].[K+]. Given the product [CH2:8]([O:7][C:5](=[O:6])[CH:4]([CH2:10][CH:11]([CH3:13])[CH3:12])[C:3]([OH:14])=[O:2])[CH3:9], predict the reactants needed to synthesize it. (2) Given the product [F:1][C:2]1[C:10]([O:11][C:12]2[C:21]3[C:16](=[CH:17][C:18]([O:24][CH2:27][C:28]4[CH:29]=[N:30][CH:31]=[CH:32][CH:33]=4)=[C:19]([O:22][CH3:23])[CH:20]=3)[N:15]=[N:14][CH:13]=2)=[CH:9][CH:8]=[C:7]2[C:3]=1[CH:4]=[C:5]([CH3:25])[NH:6]2, predict the reactants needed to synthesize it. The reactants are: [F:1][C:2]1[C:10]([O:11][C:12]2[C:21]3[C:16](=[CH:17][C:18]([OH:24])=[C:19]([O:22][CH3:23])[CH:20]=3)[N:15]=[N:14][CH:13]=2)=[CH:9][CH:8]=[C:7]2[C:3]=1[CH:4]=[C:5]([CH3:25])[NH:6]2.O[CH2:27][C:28]1[CH:29]=[N:30][CH:31]=[CH:32][CH:33]=1. (3) Given the product [OH:38][C:33]1[CH:34]=[CH:35][CH:36]=[CH:37][C:32]=1[N:11]1[CH:12]=[C:13]([C:14]([O:16][CH2:17][CH3:18])=[O:15])[C:9]([C:8]([F:7])([F:19])[F:20])=[N:10]1, predict the reactants needed to synthesize it. The reactants are: C(=O)([O-])[O-].[K+].[K+].[F:7][C:8]([F:20])([F:19])[C:9]1[C:13]([C:14]([O:16][CH2:17][CH3:18])=[O:15])=[CH:12][NH:11][N:10]=1.CN[C@H]1CCCC[C@@H]1NC.Br[C:32]1[CH:37]=[CH:36][CH:35]=[CH:34][C:33]=1[OH:38]. (4) Given the product [OH:2][CH2:3][CH2:4][NH:5][C:6]1[N:11]=[CH:10][C:9]([CH:12]([CH3:17])[C:13]([O:15][CH3:16])=[O:14])=[CH:8][CH:7]=1, predict the reactants needed to synthesize it. The reactants are: C[O:2][CH2:3][CH2:4][NH:5][C:6]1[N:11]=[CH:10][C:9]([CH:12]([CH3:17])[C:13]([O:15][CH3:16])=[O:14])=[CH:8][CH:7]=1.B(Br)(Br)Br.C([O-])(O)=O.[Na+]. (5) The reactants are: [CH3:1][C:2]([CH3:21])([CH:19]=[CH2:20])[C:3]([CH:5]1[C:10](=O)[CH2:9][CH2:8][N:7]([C:12]([O:14][C:15]([CH3:18])([CH3:17])[CH3:16])=[O:13])[CH2:6]1)=O.[NH2:22][NH2:23].O. Given the product [C:15]([O:14][C:12]([N:7]1[CH2:8][CH2:9][C:10]2[NH:22][N:23]=[C:3]([C:2]([CH3:21])([CH3:1])[CH2:19][CH3:20])[C:5]=2[CH2:6]1)=[O:13])([CH3:18])([CH3:17])[CH3:16], predict the reactants needed to synthesize it. (6) Given the product [Br:1][C:2]1[CH:16]=[CH:15][C:14]([CH:17]=[N:21][OH:20])=[CH:13][C:3]=1[CH2:4][NH:5][C:6](=[O:12])[O:7][C:8]([CH3:11])([CH3:10])[CH3:9], predict the reactants needed to synthesize it. The reactants are: [Br:1][C:2]1[CH:16]=[CH:15][C:14]([CH:17]=O)=[CH:13][C:3]=1[CH2:4][NH:5][C:6](=[O:12])[O:7][C:8]([CH3:11])([CH3:10])[CH3:9].Cl.[OH:20][NH2:21].C([O-])(=O)C.[Na+].